From a dataset of Forward reaction prediction with 1.9M reactions from USPTO patents (1976-2016). Predict the product of the given reaction. (1) Given the reactants [CH3:1][C:2]1[CH:3]=[C:4]([N:9]2[C:13](=[O:14])[C:12]([CH:15]=O)=[C:11]([CH3:17])[NH:10]2)[CH:5]=[CH:6][C:7]=1[CH3:8].Cl.[NH2:19][C:20]1[C:21]([OH:35])=[C:22]([C:26]2[CH:31]=[CH:30][CH:29]=[C:28]([C:32]([OH:34])=[O:33])[CH:27]=2)[CH:23]=[CH:24][CH:25]=1.C([O-])(=O)C.[Na+].Cl, predict the reaction product. The product is: [CH3:1][C:2]1[CH:3]=[C:4]([N:9]2[C:13](=[O:14])[C:12](=[CH:15][NH:19][C:20]3[C:21]([OH:35])=[C:22]([C:26]4[CH:31]=[CH:30][CH:29]=[C:28]([C:32]([OH:34])=[O:33])[CH:27]=4)[CH:23]=[CH:24][CH:25]=3)[C:11]([CH3:17])=[N:10]2)[CH:5]=[CH:6][C:7]=1[CH3:8]. (2) Given the reactants [F:1][C:2]1[CH:7]=[CH:6][C:5]([C:8]2[C:17]([N:18]3[CH2:23][CH2:22][CH2:21][CH2:20][C@@H:19]3[C:24]([F:27])([F:26])[F:25])=[N:16][C:15]3[C:10](=[CH:11][CH:12]=[C:13]([C:28]([O:30]C)=[O:29])[CH:14]=3)[N:9]=2)=[CH:4][CH:3]=1.[OH-].[Na+], predict the reaction product. The product is: [F:1][C:2]1[CH:7]=[CH:6][C:5]([C:8]2[C:17]([N:18]3[CH2:23][CH2:22][CH2:21][CH2:20][C@@H:19]3[C:24]([F:27])([F:26])[F:25])=[N:16][C:15]3[C:10](=[CH:11][CH:12]=[C:13]([C:28]([OH:30])=[O:29])[CH:14]=3)[N:9]=2)=[CH:4][CH:3]=1. (3) Given the reactants F[C:2]1[CH:3]=[C:4]([S:11][C:12]2[N:16]3[N:17]=[C:18]([C:21]4[CH:22]=[N:23][N:24]([CH3:26])[CH:25]=4)[CH:19]=[CH:20][C:15]3=[N:14][N:13]=2)[CH:5]=[CH:6][C:7]=1[N+:8]([O-])=O.[CH2:27]([NH2:29])[CH3:28].[CH2:30]1COCC1, predict the reaction product. The product is: [CH2:27]([N:29]1[C:2]2[CH:3]=[C:4]([S:11][C:12]3[N:16]4[N:17]=[C:18]([C:21]5[CH:22]=[N:23][N:24]([CH3:26])[CH:25]=5)[CH:19]=[CH:20][C:15]4=[N:14][N:13]=3)[CH:5]=[CH:6][C:7]=2[N:8]=[CH:30]1)[CH3:28]. (4) Given the reactants O.[CH3:2][O:3][CH2:4][CH2:5][O:6][C:7]1[CH:12]=[CH:11][C:10](/[CH:13]=[CH:14]/[C:15]([O-:17])=[O:16])=[C:9]([N+:18]([O-])=O)[CH:8]=1.[C:21](O)(=O)[CH3:22], predict the reaction product. The product is: [NH2:18][C:9]1[CH:8]=[C:7]([O:6][CH2:5][CH2:4][O:3][CH3:2])[CH:12]=[CH:11][C:10]=1/[CH:13]=[CH:14]/[C:15]([O:17][CH2:21][CH3:22])=[O:16].